This data is from Full USPTO retrosynthesis dataset with 1.9M reactions from patents (1976-2016). The task is: Predict the reactants needed to synthesize the given product. (1) Given the product [CH2:17]([C:16]1[C:6]2[C:1](=[CH:2][CH:3]=[CH:4][CH:5]=2)[NH:7][C:15]=1[C:11]1[CH:10]=[N:9][CH:14]=[CH:13][CH:12]=1)[CH3:18], predict the reactants needed to synthesize it. The reactants are: [C:1]1([NH:7]N)[CH:6]=[CH:5][CH:4]=[CH:3][CH:2]=1.[N:9]1[CH:14]=[CH:13][CH:12]=[C:11]([C:15](=O)[CH2:16][CH2:17][CH3:18])[CH:10]=1.Cl. (2) Given the product [C:57]([O:56][C:54]([N:51]1[CH2:52][CH2:53][CH:48]([NH:47][C:4]([C:6]2[C:7]3[CH2:8][C@H:9]4[CH2:22][C@H:10]4[C:11]=3[N:12]([C:14]3[CH:19]=[CH:18][C:17]([F:20])=[CH:16][C:15]=3[F:21])[N:13]=2)=[O:5])[CH2:49][CH2:50]1)=[O:55])([CH3:60])([CH3:58])[CH3:59], predict the reactants needed to synthesize it. The reactants are: C(O[C:4]([C:6]1[C:7]2[CH2:8][C@H:9]3[CH2:22][C@H:10]3[C:11]=2[N:12]([C:14]2[CH:19]=[CH:18][C:17]([F:20])=[CH:16][C:15]=2[F:21])[N:13]=1)=[O:5])C.C1N(P(Cl)(N2C(=O)OCC2)=O)C(=O)OC1.CCN(C(C)C)C(C)C.[NH2:47][CH:48]1[CH2:53][CH2:52][N:51]([C:54]([O:56][C:57]([CH3:60])([CH3:59])[CH3:58])=[O:55])[CH2:50][CH2:49]1.